Dataset: Catalyst prediction with 721,799 reactions and 888 catalyst types from USPTO. Task: Predict which catalyst facilitates the given reaction. (1) Reactant: Cl.[NH2:2][C:3]1[CH:8]=[CH:7][CH:6]=[CH:5][CH:4]=1.[N:9]([O-])=O.[Na+].[C:13]([CH:15]([CH2:21][C:22]([O:24]CC)=O)C(OCC)=O)#[N:14].[OH-].[Na+]. Product: [C:13]([C:15]1[CH:21]=[C:22]([OH:24])[N:2]([C:3]2[CH:8]=[CH:7][CH:6]=[CH:5][CH:4]=2)[N:9]=1)#[N:14]. The catalyst class is: 228. (2) Reactant: [CH2:1]([O:8][C:9](=[O:39])[NH:10][C@@H:11]1[C:14](=[O:15])[N:13]([CH2:16][C:17]2[CH:22]=[CH:21][C:20]([O:23][CH3:24])=[CH:19][C:18]=2[O:25][CH3:26])[C@@H:12]1[CH2:27][N:28]1C(=O)C2C(=CC=CC=2)C1=O)[C:2]1[CH:7]=[CH:6][CH:5]=[CH:4][CH:3]=1.O.NN. Product: [CH2:1]([O:8][C:9](=[O:39])[NH:10][C@@H:11]1[C:14](=[O:15])[N:13]([CH2:16][C:17]2[CH:22]=[CH:21][C:20]([O:23][CH3:24])=[CH:19][C:18]=2[O:25][CH3:26])[C@@H:12]1[CH2:27][NH2:28])[C:2]1[CH:7]=[CH:6][CH:5]=[CH:4][CH:3]=1. The catalyst class is: 61. (3) Reactant: [CH2:1]([NH:9][C:10]1[C:11]2[CH:18]=[C:17]([C:19]([OH:21])=O)[S:16][C:12]=2[N:13]=[CH:14][N:15]=1)[CH2:2][C:3]1[CH:8]=[CH:7][CH:6]=[CH:5][CH:4]=1.O.OC1C2N=NNC=2C=CC=1.Cl.[CH3:34][N:35](C)[CH2:36]CCN=C=NCC.CNC. Product: [CH3:34][N:35]([CH3:36])[C:19]([C:17]1[S:16][C:12]2[N:13]=[CH:14][N:15]=[C:10]([NH:9][CH2:1][CH2:2][C:3]3[CH:4]=[CH:5][CH:6]=[CH:7][CH:8]=3)[C:11]=2[CH:18]=1)=[O:21]. The catalyst class is: 46. (4) Reactant: [I:1][C:2]1[CH:3]=[C:4]([NH2:10])[C:5]([NH:8][CH3:9])=[N:6][CH:7]=1.CCN=C=NCCCN(C)C.Cl.C1C=CC2N(O)N=NC=2C=1.[Cl:33][C:34]1[C:35]([C:40](O)=[O:41])=[N:36][CH:37]=[CH:38][CH:39]=1. Product: [I:1][C:2]1[CH:3]=[C:4]([NH:10][C:40]([C:35]2[C:34]([Cl:33])=[CH:39][CH:38]=[CH:37][N:36]=2)=[O:41])[C:5]([NH:8][CH3:9])=[N:6][CH:7]=1. The catalyst class is: 803. (5) Reactant: [IH:1].[NH2:2][C:3]1[N:11]=[C:10]2[C:6]([NH:7][CH:8]=[N:9]2)=[C:5](Cl)[N:4]=1. Product: [NH2:2][C:3]1[N:11]=[C:10]2[C:6]([NH:7][CH:8]=[N:9]2)=[C:5]([I:1])[N:4]=1. The catalyst class is: 6. (6) Reactant: Br[C:2]1[CH:3]=[C:4]([O:10][CH2:11][C:12]([F:15])([F:14])[F:13])[C:5](=[O:9])[N:6]([CH3:8])[CH:7]=1.[F:16][C:17]1[CH:44]=[C:43]([F:45])[CH:42]=[CH:41][C:18]=1[O:19][C:20]1[CH:25]=[CH:24][C:23]([NH:26][S:27]([CH2:30][CH3:31])(=[O:29])=[O:28])=[CH:22][C:21]=1B1OC(C)(C)C(C)(C)O1.[O-]P([O-])([O-])=O.[K+].[K+].[K+]. Product: [F:16][C:17]1[CH:44]=[C:43]([F:45])[CH:42]=[CH:41][C:18]=1[O:19][C:20]1[CH:21]=[CH:22][C:23]([NH:26][S:27]([CH2:30][CH3:31])(=[O:28])=[O:29])=[CH:24][C:25]=1[C:2]1[CH:3]=[C:4]([O:10][CH2:11][C:12]([F:15])([F:14])[F:13])[C:5](=[O:9])[N:6]([CH3:8])[CH:7]=1. The catalyst class is: 117. (7) Reactant: [CH2:1]1[C:3]2([CH2:8][CH2:7][N:6]([C:9]([NH:11][C@@H:12]([CH2:17][C:18]([F:21])([F:20])[CH3:19])[C:13]([O:15]C)=[O:14])=[O:10])[CH2:5][CH2:4]2)[CH2:2]1.[Li+].[OH-].Cl. Product: [CH2:2]1[C:3]2([CH2:8][CH2:7][N:6]([C:9]([NH:11][C@@H:12]([CH2:17][C:18]([F:21])([F:20])[CH3:19])[C:13]([OH:15])=[O:14])=[O:10])[CH2:5][CH2:4]2)[CH2:1]1. The catalyst class is: 36. (8) Reactant: [NH2:1][CH2:2][O:3][C:4]1[N:9]=[CH:8][CH:7]=[CH:6][N:5]=1.C(=O)([O-])[O-].[K+].[K+].[I-].[Na+].Cl[CH2:19][CH2:20][O:21][CH2:22][CH2:23]Cl. Product: [N:1]1([CH2:2][O:3][C:4]2[N:9]=[CH:8][CH:7]=[CH:6][N:5]=2)[CH2:23][CH2:22][O:21][CH2:20][CH2:19]1. The catalyst class is: 270. (9) Reactant: [CH2:1]([O:3][C:4]1[CH:9]=[CH:8][C:7]([N:10]2[C:14]3[CH:15]=[CH:16][C:17]([C:19]#N)=[CH:18][C:13]=3[N:12]=[CH:11]2)=[CH:6][CH:5]=1)[CH3:2].[H-].C([Al+]CC(C)C)C(C)C.C1(C)C=CC=CC=1.C(C(C(C([O-])=O)O)O)([O-])=[O:39].[K+].[Na+]. Product: [CH2:1]([O:3][C:4]1[CH:9]=[CH:8][C:7]([N:10]2[C:14]3[CH:15]=[CH:16][C:17]([CH:19]=[O:39])=[CH:18][C:13]=3[N:12]=[CH:11]2)=[CH:6][CH:5]=1)[CH3:2]. The catalyst class is: 4. (10) Reactant: [H-].[Na+].[NH2:3][C:4]1[CH:13]=[CH:12][C:7]([C:8]([O:10][CH3:11])=[O:9])=[CH:6][CH:5]=1.[CH3:14][C:15](=[CH:17][CH2:18][CH2:19]/[C:20](=[CH:22]/CO)/[CH3:21])[CH3:16].CO. Product: [NH2:3][C:4]1[CH:5]=[CH:6][C:7]([C:8]([O:10][CH2:11][CH:14]=[C:15]([CH3:16])[CH2:17][CH2:18][CH:19]=[C:20]([CH3:22])[CH3:21])=[O:9])=[CH:12][CH:13]=1. The catalyst class is: 11.